Dataset: Full USPTO retrosynthesis dataset with 1.9M reactions from patents (1976-2016). Task: Predict the reactants needed to synthesize the given product. (1) Given the product [BrH:1].[F:15][C:10]1[CH:9]=[C:8]2[C:13]([CH:14]=[C:5]([C:3]3[N:17]=[C:18]4[N:23]=[CH:22][CH:21]=[CH:20][N:19]4[CH:2]=3)[C:6](=[O:16])[O:7]2)=[CH:12][CH:11]=1, predict the reactants needed to synthesize it. The reactants are: [Br:1][CH2:2][C:3]([C:5]1[C:6](=[O:16])[O:7][C:8]2[C:13]([CH:14]=1)=[CH:12][CH:11]=[C:10]([F:15])[CH:9]=2)=O.[NH2:17][C:18]1[N:23]=[CH:22][CH:21]=[CH:20][N:19]=1. (2) Given the product [F:24][C:17]([F:23])([C:18]1[O:19][CH:20]=[CH:21][CH:22]=1)[C:15]1[CH:14]=[C:6]([C:7]([N:9]([CH3:13])[CH2:10][CH2:11][CH3:12])=[O:8])[CH:5]=[C:4]([CH:16]=1)[C:3]([OH:25])=[O:2], predict the reactants needed to synthesize it. The reactants are: C[O:2][C:3](=[O:25])[C:4]1[CH:16]=[C:15]([C:17]([F:24])([F:23])[C:18]2[O:19][CH:20]=[CH:21][CH:22]=2)[CH:14]=[C:6]([C:7]([N:9]([CH3:13])[CH2:10][CH2:11][CH3:12])=[O:8])[CH:5]=1.[OH-].[Na+].Cl.